From a dataset of HIV replication inhibition screening data with 41,000+ compounds from the AIDS Antiviral Screen. Binary Classification. Given a drug SMILES string, predict its activity (active/inactive) in a high-throughput screening assay against a specified biological target. (1) The molecule is O=S1(=O)OCCOS(=O)(=O)C1Cc1nc2ccccc2[nH]1. The result is 0 (inactive). (2) The compound is Cc1c2oc3c(C)ccc(C(=O)NC4C(=O)NC(C(C)C)C(=O)N5CCCCC5C(=O)N(C)CC(=O)N(C)C(C(C)C)C(=O)OC4C)c3nc-2c(C(=O)NC2C(=O)NC(C(C)C)C(=O)N3CCCCC3C(=O)N(C)CC(=O)N(C)C(C(C)C)C(=O)OC2C)c(N)c1=O. The result is 0 (inactive). (3) The molecule is O=C(Nc1ccccc1C(F)(F)F)OCCN1CCNC1=S. The result is 0 (inactive). (4) The compound is Cc1ccc(C2=CC(=Cc3ccc(N(CCC#N)CCC#N)cc3)C(=O)O2)cc1. The result is 0 (inactive). (5) The drug is COc1cc(O)c2c(c1)cc(O)c1c(=O)cc(C)oc12. The result is 0 (inactive). (6) The drug is Cl.O=C(CCCc1cccc2[nH]c3c(c12)CN(Cc1ccccc1)CC3)c1ccc(F)cc1. The result is 0 (inactive). (7) The compound is Cc1ccccc1N(CC(=O)O)S(=O)(=O)c1ccccc1. The result is 0 (inactive).